This data is from Reaction yield outcomes from USPTO patents with 853,638 reactions. The task is: Predict the reaction yield, written as a fraction of the theoretical maximum amount of product (1.0 means a 100% yield; for example, 0.34 means a 34% yield). (1) The reactants are [I:1][C:2]1[C:10]2[C:5](=[N:6][CH:7]=[N:8][C:9]=2[NH2:11])[NH:4][N:3]=1.O[C@H:13]1[CH2:18][CH2:17][CH2:16][N:15]([C:19]([O:21][C:22]([CH3:25])([CH3:24])[CH3:23])=[O:20])[CH2:14]1.C1(P(C2C=CC=CC=2)C2C=CC=CC=2)C=CC=CC=1.N(C(OC(C)C)=O)=NC(OC(C)C)=O. The catalyst is O1CCCC1. The product is [NH2:11][C:9]1[N:8]=[CH:7][N:6]=[C:5]2[N:4]([C@@H:17]3[CH2:18][CH2:13][CH2:14][N:15]([C:19]([O:21][C:22]([CH3:25])([CH3:24])[CH3:23])=[O:20])[CH2:16]3)[N:3]=[C:2]([I:1])[C:10]=12. The yield is 0.330. (2) The reactants are [C:1]([C:5]1[CH:10]=[CH:9][CH:8]=[CH:7][C:6]=1[N:11]1[CH2:16][CH2:15][N:14]([C:17]([C:19]2[N:20]=[C:21]([CH3:28])[N:22]([CH2:24][C:25]([O-:27])=[O:26])[CH:23]=2)=[O:18])[CH2:13][CH2:12]1)([CH3:4])([CH3:3])[CH3:2].[Li+].[OH-].Cl. The catalyst is O1CCCC1. The product is [C:1]([C:5]1[CH:10]=[CH:9][CH:8]=[CH:7][C:6]=1[N:11]1[CH2:16][CH2:15][N:14]([C:17]([C:19]2[N:20]=[C:21]([CH3:28])[N:22]([CH2:24][C:25]([OH:27])=[O:26])[CH:23]=2)=[O:18])[CH2:13][CH2:12]1)([CH3:4])([CH3:3])[CH3:2]. The yield is 0.850.